Task: Predict the reactants needed to synthesize the given product.. Dataset: Full USPTO retrosynthesis dataset with 1.9M reactions from patents (1976-2016) (1) Given the product [CH:22]1([C:21]2[C:16]([N:13]3[CH2:14][CH2:15][N:10]([C:8]([C:5]4[CH:4]=[CH:3][C:2]([N:33]5[C@H:32]([CH2:34][OH:35])[CH2:31][O:30][C:29]5=[O:28])=[N:7][CH:6]=4)=[O:9])[CH2:11][CH2:12]3)=[N:17][CH:18]=[C:19]([CH:25]3[CH2:27][CH2:26]3)[CH:20]=2)[CH2:24][CH2:23]1, predict the reactants needed to synthesize it. The reactants are: Br[C:2]1[N:7]=[CH:6][C:5]([C:8]([N:10]2[CH2:15][CH2:14][N:13]([C:16]3[C:21]([CH:22]4[CH2:24][CH2:23]4)=[CH:20][C:19]([CH:25]4[CH2:27][CH2:26]4)=[CH:18][N:17]=3)[CH2:12][CH2:11]2)=[O:9])=[CH:4][CH:3]=1.[O:28]=[C:29]1[NH:33][C@H:32]([CH2:34][O:35]C(=O)C2C=CC=CC=2)[CH2:31][O:30]1. (2) The reactants are: C(O)(=O)C.[Cl:5][CH2:6][C@@H:7]1[C:15]2[C:14]3[CH:16]=[CH:17][CH:18]=[CH:19][C:13]=3[C:12]([N:20]=C(C3C=CC=CC=3)C3C=CC=CC=3)=[CH:11][C:10]=2[N:9]([C:34]([O:36][C:37]([CH3:40])([CH3:39])[CH3:38])=[O:35])[CH2:8]1. Given the product [NH2:20][C:12]1[C:13]2[CH:19]=[CH:18][CH:17]=[CH:16][C:14]=2[C:15]2[C@@H:7]([CH2:6][Cl:5])[CH2:8][N:9]([C:34]([O:36][C:37]([CH3:39])([CH3:40])[CH3:38])=[O:35])[C:10]=2[CH:11]=1, predict the reactants needed to synthesize it.